Predict the product of the given reaction. From a dataset of Forward reaction prediction with 1.9M reactions from USPTO patents (1976-2016). (1) Given the reactants [Cl:1][C:2]1[N:7]=[CH:6][C:5]([NH2:8])=[CH:4][CH:3]=1.[N:9]([O-])=O.[Na+].O.O.[Sn](Cl)(Cl)(Cl)Cl, predict the reaction product. The product is: [ClH:1].[Cl:1][C:2]1[N:7]=[CH:6][C:5]([NH:8][NH2:9])=[CH:4][CH:3]=1. (2) Given the reactants CS(O[CH:6]([CH3:21])[CH2:7][CH2:8][CH:9]1[CH2:14][CH2:13][N:12]([C:15]([O:17][CH:18]([CH3:20])[CH3:19])=[O:16])[CH2:11][CH2:10]1)(=O)=O.[Li+].[Br-].C(O[K])(C)(C)C.[NH4+].[Cl-], predict the reaction product. The product is: [CH2:8]([CH:9]1[CH2:10][CH2:11][N:12]([C:15]([O:17][CH:18]([CH3:20])[CH3:19])=[O:16])[CH2:13][CH2:14]1)[CH2:7][CH:6]=[CH2:21]. (3) Given the reactants Cl[C:2]1[CH:3]=[C:4]([C:8]2[N:9]=[N:10][N:11]([CH:13]3[CH2:19][CH2:18][C:17]4[C:20]([F:24])=[CH:21][CH:22]=[CH:23][C:16]=4[N:15]([CH2:25][C:26]([F:29])([F:28])[F:27])[C:14]3=[O:30])[CH:12]=2)[CH:5]=[CH:6][CH:7]=1.[N:31]1[CH:36]=[CH:35][CH:34]=[C:33](B(O)O)[CH:32]=1.[O-]P([O-])([O-])=O.[K+].[K+].[K+].COC1C=CC=C(OC)C=1C1C=CC=CC=1P(C1CCCCC1)C1CCCCC1, predict the reaction product. The product is: [F:24][C:20]1[C:17]2[CH2:18][CH2:19][CH:13]([N:11]3[CH:12]=[C:8]([C:4]4[CH:5]=[CH:6][CH:7]=[C:2]([C:33]5[CH:32]=[N:31][CH:36]=[CH:35][CH:34]=5)[CH:3]=4)[N:9]=[N:10]3)[C:14](=[O:30])[N:15]([CH2:25][C:26]([F:29])([F:28])[F:27])[C:16]=2[CH:23]=[CH:22][CH:21]=1. (4) Given the reactants C(O)C.CC(C)([O-])C.[K+].C(O[C:13](=[O:33])[CH2:14][CH2:15][N:16]([CH2:25][C@H:26]([O:28][Si](C)(C)C)[CH3:27])[C:17](=[O:24])[CH2:18][C:19]([O:21][CH2:22][CH3:23])=[O:20])C, predict the reaction product. The product is: [OH:28][C@H:26]([CH3:27])[CH2:25][N:16]1[CH2:15][CH2:14][C:13](=[O:33])[CH:18]([C:19]([O:21][CH2:22][CH3:23])=[O:20])[C:17]1=[O:24].